Dataset: Full USPTO retrosynthesis dataset with 1.9M reactions from patents (1976-2016). Task: Predict the reactants needed to synthesize the given product. (1) The reactants are: [CH:1]([O:5][C:6]1[CH:11]=[CH:10][CH:9]=[CH:8][C:7]=1[NH2:12])([CH2:3][CH3:4])[CH3:2].Cl[C:14]1[C:15]2[C:22]([CH2:23][CH3:24])=[CH:21][S:20][C:16]=2[N:17]=[CH:18][N:19]=1.[OH-].[NH4+].O. Given the product [CH:1]([O:5][C:6]1[CH:11]=[CH:10][CH:9]=[CH:8][C:7]=1[NH:12][C:14]1[C:15]2[C:22]([CH2:23][CH3:24])=[CH:21][S:20][C:16]=2[N:17]=[CH:18][N:19]=1)([CH2:3][CH3:4])[CH3:2], predict the reactants needed to synthesize it. (2) Given the product [CH3:18][CH:17]([CH3:19])[C:16]([O:21][CH:3]([O:2][C:1]([O:6][C:7]1[C:12]([F:13])=[CH:11][CH:10]=[CH:9][C:8]=1[F:14])=[O:15])[CH3:4])=[O:20], predict the reactants needed to synthesize it. The reactants are: [C:1](=[O:15])([O:6][C:7]1[C:12]([F:13])=[CH:11][CH:10]=[CH:9][C:8]=1[F:14])[O:2][CH:3](Cl)[CH3:4].[C:16]([OH:21])(=[O:20])[CH:17]([CH3:19])[CH3:18]. (3) Given the product [Br:1][C:2]1[CH:7]=[CH:6][CH:5]=[CH:4][C:3]=1[CH:9]([O:12][CH:13]([CH3:15])[CH3:14])[O:10][CH3:11], predict the reactants needed to synthesize it. The reactants are: [Br:1][C:2]1[CH:7]=[C:6](Br)[CH:5]=[CH:4][C:3]=1[CH:9]([O:12][CH:13]([CH3:15])[CH3:14])[O:10][CH3:11].C([Li])CCC.CCCCCC.[Cl-].[NH4+]. (4) Given the product [CH3:14][O:13][CH2:12][N:4]1[C:5]2[N:6]=[CH:7][N:8]=[C:9]([NH2:11])[C:10]=2[C:2]([C:30]2[CH:29]=[C:28]3[C:33](=[CH:32][CH:31]=2)[N:25]([C:23](=[O:24])[CH2:22][C:18]2[CH:19]=[CH:20][CH:21]=[C:16]([CH3:15])[CH:17]=2)[CH2:26][CH2:27]3)=[CH:3]1, predict the reactants needed to synthesize it. The reactants are: Br[C:2]1[C:10]2[C:9]([NH2:11])=[N:8][CH:7]=[N:6][C:5]=2[N:4]([CH2:12][O:13][CH3:14])[CH:3]=1.[CH3:15][C:16]1[CH:17]=[C:18]([CH2:22][C:23]([N:25]2[C:33]3[C:28](=[CH:29][C:30](B4OC(C)(C)C(C)(C)O4)=[CH:31][CH:32]=3)[CH2:27][CH2:26]2)=[O:24])[CH:19]=[CH:20][CH:21]=1.C([O-])(O)=O.[Na+].N#N.